Task: Predict the reactants needed to synthesize the given product.. Dataset: Full USPTO retrosynthesis dataset with 1.9M reactions from patents (1976-2016) (1) Given the product [CH2:1]([O:3][C:4]([C:6]1[N:7]=[C:8]([C:11]2[CH:16]=[CH:15][C:14]([C:17]([F:19])([F:20])[F:18])=[CH:13][CH:12]=2)[S:9][C:10]=1[C:32]1[CH:33]=[CH:34][C:29]([O:28][CH2:21][C:22]2[CH:27]=[CH:26][CH:25]=[CH:24][CH:23]=2)=[CH:30][CH:31]=1)=[O:5])[CH3:2], predict the reactants needed to synthesize it. The reactants are: [CH2:1]([O:3][C:4]([C:6]1[N:7]=[C:8]([C:11]2[CH:16]=[CH:15][C:14]([C:17]([F:20])([F:19])[F:18])=[CH:13][CH:12]=2)[S:9][CH:10]=1)=[O:5])[CH3:2].[CH2:21]([O:28][C:29]1[CH:34]=[CH:33][C:32](I)=[CH:31][CH:30]=1)[C:22]1[CH:27]=[CH:26][CH:25]=[CH:24][CH:23]=1.C1(P(C2C=CC=CC=2)C2C=CC=CC=2)C=CC=CC=1.C(N(CC)CC)C. (2) Given the product [CH3:19][C@@H:15]1[N:14]2[C:10]3[C:9]4[C:4](=[CH:5][CH:6]=[C:7]([O:20][CH2:29][C:30]5[N:31]=[C:32]([CH3:35])[S:33][CH:34]=5)[CH:8]=4)[N:3]=[C:2]([NH2:1])[C:11]=3[N:12]=[C:13]2[CH2:18][O:17][CH2:16]1, predict the reactants needed to synthesize it. The reactants are: [NH2:1][C:2]1[C:11]2[N:12]=[C:13]3[CH2:18][O:17][CH2:16][C@H:15]([CH3:19])[N:14]3[C:10]=2[C:9]2[C:4](=[CH:5][CH:6]=[C:7]([OH:20])[CH:8]=2)[N:3]=1.C(=O)([O-])[O-].[Cs+].[Cs+].Cl.Cl[CH2:29][C:30]1[N:31]=[C:32]([CH3:35])[S:33][CH:34]=1.O. (3) Given the product [NH2:12][CH2:11][CH2:10][C@H:9]([C:20]1[CH:25]=[CH:24][CH:23]=[C:22]([O:26][CH2:27][CH:28]2[CH2:32][CH2:31][CH2:30][O:29]2)[CH:21]=1)[OH:8], predict the reactants needed to synthesize it. The reactants are: Cl.O1CCOCC1.[OH:8][C@@H:9]([C:20]1[CH:25]=[CH:24][CH:23]=[C:22]([O:26][CH2:27][CH:28]2[CH2:32][CH2:31][CH2:30][O:29]2)[CH:21]=1)[CH2:10][CH2:11][NH:12]C(=O)OC(C)(C)C. (4) Given the product [OH:40][C:29]1[N:30]=[C:31]([CH2:37][CH2:38][CH3:39])[C:32]2[C:27]([C:28]=1[CH2:3][C:4]1[C:5]([NH:16][CH2:17][CH2:18][NH:19][C:20](=[O:22])[CH3:21])=[N:6][C:7]3[C:12]([CH:13]=1)=[CH:11][C:10]([O:14][CH3:15])=[CH:9][CH:8]=3)=[CH:26][C:25]([O:24][CH3:23])=[C:34]([O:35][CH3:36])[CH:33]=2, predict the reactants needed to synthesize it. The reactants are: Cl.Cl[CH2:3][C:4]1[C:5]([NH:16][CH2:17][CH2:18][NH:19][C:20](=[O:22])[CH3:21])=[N:6][C:7]2[C:12]([CH:13]=1)=[CH:11][C:10]([O:14][CH3:15])=[CH:9][CH:8]=2.[CH3:23][O:24][C:25]1[CH:26]=[C:27]2[C:32](=[CH:33][C:34]=1[O:35][CH3:36])[C:31]([CH2:37][CH2:38][CH3:39])=[N:30][C:29]([OH:40])=[CH:28]2.[Li+].[OH-]. (5) Given the product [CH2:1]([N:8]1[CH2:12][C@@H:11]([CH:13]2[CH2:15][CH2:14]2)[C@H:10]([NH:16][C:17](=[O:18])[O:19][C:20]([CH3:23])([CH3:22])[CH3:21])[CH2:9]1)[C:2]1[CH:3]=[CH:4][CH:5]=[CH:6][CH:7]=1, predict the reactants needed to synthesize it. The reactants are: [CH2:1]([N:8]1[CH2:12][C@@H:11]([CH:13]2[CH2:15][CH2:14]2)[C@H:10]([NH2:16])[CH2:9]1)[C:2]1[CH:7]=[CH:6][CH:5]=[CH:4][CH:3]=1.[C:17](O[C:17]([O:19][C:20]([CH3:23])([CH3:22])[CH3:21])=[O:18])([O:19][C:20]([CH3:23])([CH3:22])[CH3:21])=[O:18]. (6) Given the product [Si:1]([O:8][CH2:9][CH2:10][N:11]1[C@@H:16]([CH3:17])[CH2:15][NH:14][CH2:13][C@H:12]1[CH3:28])([C:4]([CH3:7])([CH3:5])[CH3:6])([CH3:3])[CH3:2], predict the reactants needed to synthesize it. The reactants are: [Si:1]([O:8][CH2:9][CH2:10][N:11]1[C@@H:16]([CH3:17])[CH2:15][N:14](C(OCC2C=CC=CC=2)=O)[CH2:13][C@H:12]1[CH3:28])([C:4]([CH3:7])([CH3:6])[CH3:5])([CH3:3])[CH3:2]. (7) The reactants are: [Br:1][C:2]1[CH:3]=[C:4]([N+:12]([O-])=O)[CH:5]=[C:6]2[C:11]=1[N:10]=[CH:9][CH:8]=[CH:7]2.[Cl-].[NH4+].C(O)C. Given the product [Br:1][C:2]1[CH:3]=[C:4]([NH2:12])[CH:5]=[C:6]2[C:11]=1[N:10]=[CH:9][CH:8]=[CH:7]2, predict the reactants needed to synthesize it.